From a dataset of Full USPTO retrosynthesis dataset with 1.9M reactions from patents (1976-2016). Predict the reactants needed to synthesize the given product. (1) Given the product [CH2:15]([N:14]([C:2]1[CH:11]=[N:10][C:9]2[C:4](=[CH:5][CH:6]=[C:7]([Cl:12])[CH:8]=2)[N:3]=1)[CH3:13])[C:16]1[CH:21]=[CH:20][CH:19]=[CH:18][CH:17]=1, predict the reactants needed to synthesize it. The reactants are: Cl[C:2]1[CH:11]=[N:10][C:9]2[C:4](=[CH:5][CH:6]=[C:7]([Cl:12])[CH:8]=2)[N:3]=1.[CH3:13][NH:14][CH2:15][C:16]1[CH:21]=[CH:20][CH:19]=[CH:18][CH:17]=1.O. (2) Given the product [CH:3]([NH:6][C:7]1[CH:16]=[CH:15][C:14]([N+:17]([O-:19])=[O:18])=[CH:13][C:8]=1[C:9]([OH:11])=[O:10])([CH3:5])[CH3:4], predict the reactants needed to synthesize it. The reactants are: [OH-].[Na+].[CH:3]([NH:6][C:7]1[CH:16]=[CH:15][C:14]([N+:17]([O-:19])=[O:18])=[CH:13][C:8]=1[C:9]([O:11]C)=[O:10])([CH3:5])[CH3:4].Cl. (3) Given the product [NH2:17][C:14]1[CH:15]=[CH:16][C:11]([O:10][C:5]2[CH:4]=[CH:3][C:2]([F:1])=[CH:9][C:6]=2[C:7]#[N:8])=[CH:12][C:13]=1[CH3:20], predict the reactants needed to synthesize it. The reactants are: [F:1][C:2]1[CH:3]=[CH:4][C:5]([O:10][C:11]2[CH:16]=[CH:15][C:14]([N+:17]([O-])=O)=[C:13]([CH3:20])[CH:12]=2)=[C:6]([CH:9]=1)[C:7]#[N:8].[NH4+].[Cl-]. (4) Given the product [Cl:14][C:13]1[C:2]([NH:1][C:41]2[C:42]([N+:43]([O-:45])=[O:44])=[C:37]([Cl:36])[N:38]=[C:39]([CH3:47])[N:40]=2)=[CH:3][C:4]([O:15][CH2:16][C:17]2[C:22]([O:23][CH3:24])=[CH:21][CH:20]=[C:19]([F:25])[C:18]=2[F:26])=[C:5]([CH:12]=1)[O:6][CH2:7][C:8]([O:10][CH3:11])=[O:9], predict the reactants needed to synthesize it. The reactants are: [NH2:1][C:2]1[C:13]([Cl:14])=[CH:12][C:5]([O:6][CH2:7][C:8]([O:10][CH3:11])=[O:9])=[C:4]([O:15][CH2:16][C:17]2[C:22]([O:23][CH3:24])=[CH:21][CH:20]=[C:19]([F:25])[C:18]=2[F:26])[CH:3]=1.C(N(CC)C(C)C)(C)C.[Cl:36][C:37]1[C:42]([N+:43]([O-:45])=[O:44])=[C:41](Cl)[N:40]=[C:39]([CH3:47])[N:38]=1.C(OCC)(=O)C. (5) Given the product [C:15]([N:18]1[CH2:24][CH2:23][CH2:22][N:21]([C:2]2[CH:7]=[CH:6][C:5]([Br:8])=[CH:4][CH:3]=2)[CH2:20][CH2:19]1)(=[O:17])[CH3:16], predict the reactants needed to synthesize it. The reactants are: Br[C:2]1[CH:7]=[CH:6][C:5]([Br:8])=[CH:4][CH:3]=1.CC(C)([O-])C.[Na+].[C:15]([N:18]1[CH2:24][CH2:23][CH2:22][NH:21][CH2:20][CH2:19]1)(=[O:17])[CH3:16]. (6) Given the product [F:34][C:7]([F:6])([F:33])[C:8]1[CH:12]=[C:11]([C:13]([F:16])([F:15])[F:14])[N:10]([CH2:17][C:18]2[CH:19]=[C:20]([C:30]3[O:31][C:44](=[O:45])[C:43]4[CH:48]=[C:49]([Cl:53])[CH:50]=[C:51]([CH3:52])[C:42]=4[N:41]=3)[N:21]([C:23]3[C:28]([Cl:29])=[CH:27][CH:26]=[CH:25][N:24]=3)[N:22]=2)[N:9]=1, predict the reactants needed to synthesize it. The reactants are: CS(Cl)(=O)=O.[F:6][C:7]([F:34])([F:33])[C:8]1[CH:12]=[C:11]([C:13]([F:16])([F:15])[F:14])[N:10]([CH2:17][C:18]2[CH:19]=[C:20]([C:30](O)=[O:31])[N:21]([C:23]3[C:28]([Cl:29])=[CH:27][CH:26]=[CH:25][N:24]=3)[N:22]=2)[N:9]=1.N1C=CC=CC=1.[NH2:41][C:42]1[C:51]([CH3:52])=[CH:50][C:49]([Cl:53])=[CH:48][C:43]=1[C:44](NC)=[O:45]. (7) Given the product [CH3:38][O:37][C:35](=[O:36])[NH:1][C:2]1[CH:3]=[CH:4][C:5]([C:8]2[NH:12][C:11]([CH2:13][N:14]3[C:19]([CH3:20])=[CH:18][C:17]([C:21]4[CH:26]=[C:25]([Cl:27])[CH:24]=[CH:23][C:22]=4[N:28]4[CH:32]=[N:31][N:30]=[N:29]4)=[CH:16][C:15]3=[O:33])=[N:10][CH:9]=2)=[CH:6][N:7]=1, predict the reactants needed to synthesize it. The reactants are: [NH2:1][C:2]1[N:7]=[CH:6][C:5]([C:8]2[NH:12][C:11]([CH2:13][N:14]3[C:19]([CH3:20])=[CH:18][C:17]([C:21]4[CH:26]=[C:25]([Cl:27])[CH:24]=[CH:23][C:22]=4[N:28]4[CH:32]=[N:31][N:30]=[N:29]4)=[CH:16][C:15]3=[O:33])=[N:10][CH:9]=2)=[CH:4][CH:3]=1.Cl[C:35]([O:37][CH3:38])=[O:36]. (8) Given the product [F:17][C:15]([F:16])([F:18])[C:12]1[CH:13]=[CH:14][C:9]([CH2:8][NH:7][C:19]2[CH:24]=[CH:23][C:22]([CH2:25][C:26]3[C:34]4[C:29](=[N:30][CH:31]=[C:32]([O:35][Si:36]([CH:40]([CH3:42])[CH3:41])([CH:37]([CH3:38])[CH3:39])[CH:43]([CH3:44])[CH3:45])[CH:33]=4)[NH:28][CH:27]=3)=[CH:21][N:20]=2)=[CH:10][CH:11]=1, predict the reactants needed to synthesize it. The reactants are: C(OC(=O)[N:7]([C:19]1[CH:24]=[CH:23][C:22]([CH:25](O)[C:26]2[C:34]3[C:29](=[N:30][CH:31]=[C:32]([O:35][Si:36]([CH:43]([CH3:45])[CH3:44])([CH:40]([CH3:42])[CH3:41])[CH:37]([CH3:39])[CH3:38])[CH:33]=3)[NH:28][CH:27]=2)=[CH:21][N:20]=1)[CH2:8][C:9]1[CH:14]=[CH:13][C:12]([C:15]([F:18])([F:17])[F:16])=[CH:11][CH:10]=1)(C)(C)C.FC(F)(F)C(O)=O.C([SiH](CC)CC)C.